Predict which catalyst facilitates the given reaction. From a dataset of Catalyst prediction with 721,799 reactions and 888 catalyst types from USPTO. Reactant: Cl.CN(C)CCCN=C=NCC.[C:13]1(=[O:25])[N:17]([CH2:18][CH2:19][CH2:20][C:21]([OH:23])=O)[C:16](=[O:24])[CH:15]=[CH:14]1.ON1C2C=CC=CC=2N=N1.[NH:36]1[CH2:41][CH2:40][CH:39]([CH2:42][C:43]2[N:44]([CH2:57][CH2:58][CH3:59])[N:45]=[C:46]3[C:55]=2[C:54]2[CH:53]=[CH:52][CH:51]=[CH:50][C:49]=2[N:48]=[C:47]3[NH2:56])[CH2:38][CH2:37]1. Product: [NH2:56][C:47]1[C:46]2=[N:45][N:44]([CH2:57][CH2:58][CH3:59])[C:43]([CH2:42][CH:39]3[CH2:40][CH2:41][N:36]([C:21](=[O:23])[CH2:20][CH2:19][CH2:18][N:17]4[C:13](=[O:25])[CH:14]=[CH:15][C:16]4=[O:24])[CH2:37][CH2:38]3)=[C:55]2[C:54]2[CH:53]=[CH:52][CH:51]=[CH:50][C:49]=2[N:48]=1. The catalyst class is: 18.